This data is from TCR-epitope binding with 47,182 pairs between 192 epitopes and 23,139 TCRs. The task is: Binary Classification. Given a T-cell receptor sequence (or CDR3 region) and an epitope sequence, predict whether binding occurs between them. The epitope is YSEHPTFTSQY. The TCR CDR3 sequence is CASRGGGSSYNEQFF. Result: 0 (the TCR does not bind to the epitope).